The task is: Predict the product of the given reaction.. This data is from Forward reaction prediction with 1.9M reactions from USPTO patents (1976-2016). (1) Given the reactants [F:1][C:2]1[CH:12]=[CH:11][CH:10]=[C:4]2[C:5]([O:7][C:8](=[O:9])[C:3]=12)=O.[F:13][C:14]1[CH:21]=[CH:20][C:17]([CH2:18][NH2:19])=[CH:16][CH:15]=1.C(O)(=O)C.O, predict the reaction product. The product is: [F:1][C:2]1[CH:12]=[CH:11][CH:10]=[C:4]2[C:3]=1[C:8](=[O:9])[N:19]([CH2:18][C:17]1[CH:20]=[CH:21][C:14]([F:13])=[CH:15][CH:16]=1)[C:5]2=[O:7]. (2) Given the reactants C(=O)(OCC)O[CH:3]([C:13]#[N:14])[C:4]1[CH:12]=[C:11]2[C:7]([CH:8]=[N:9][NH:10]2)=[CH:6][CH:5]=1.[H][H], predict the reaction product. The product is: [NH:10]1[C:11]2[C:7](=[CH:6][CH:5]=[C:4]([CH2:3][C:13]#[N:14])[CH:12]=2)[CH:8]=[N:9]1. (3) Given the reactants [NH2:1][C:2]1[CH:10]=[CH:9][C:5]([CH2:6][CH2:7][OH:8])=[CH:4][CH:3]=1.C(=O)([O-])[O-].[K+].[K+].Cl[C:18]1C=CC=C[CH:19]=1.[CH2:24](I)[CH3:25], predict the reaction product. The product is: [CH2:18]([N:1]([CH2:24][CH3:25])[C:2]1[CH:10]=[CH:9][C:5]([CH2:6][CH2:7][OH:8])=[CH:4][CH:3]=1)[CH3:19]. (4) Given the reactants [C:1]([O:5][C:6]([N:8]1[CH2:13][CH2:12][CH:11]([NH:14][C:15]2[CH:20]=[CH:19][C:18]([OH:21])=[CH:17][N:16]=2)[CH2:10][CH2:9]1)=[O:7])([CH3:4])([CH3:3])[CH3:2].C(=O)(O)[O-].[Na+].[C:27]([O:31][C:32](O[C:32]([O:31][C:27]([CH3:30])([CH3:29])[CH3:28])=[O:33])=[O:33])([CH3:30])([CH3:29])[CH3:28].Cl, predict the reaction product. The product is: [C:1]([O:5][C:6]([N:8]1[CH2:9][CH2:10][CH:11]([NH:14][C:15]2[CH:20]=[CH:19][C:18]([O:21][C:32]([O:31][C:27]([CH3:30])([CH3:29])[CH3:28])=[O:33])=[CH:17][N:16]=2)[CH2:12][CH2:13]1)=[O:7])([CH3:4])([CH3:2])[CH3:3]. (5) Given the reactants [H-].[H-].[H-].[H-].[Li+].[Al+3].[Cl:7][C:8]1[CH:9]=[C:10]([OH:17])[C:11](=[CH:15][CH:16]=1)[C:12](O)=[O:13].O.Cl, predict the reaction product. The product is: [Cl:7][C:8]1[CH:16]=[CH:15][C:11]([CH2:12][OH:13])=[C:10]([OH:17])[CH:9]=1. (6) The product is: [F:35][C:34]([F:37])([F:36])[C:32]([OH:38])=[O:33].[Cl:1][C:2]1[CH:7]=[CH:6][C:5]([C:8]2[C:9]([C@@H:14]([NH2:24])[CH2:15][C:16]3[CH:21]=[C:20]([F:22])[CH:19]=[C:18]([F:23])[CH:17]=3)=[N:10][CH:11]=[CH:12][CH:13]=2)=[CH:4][CH:3]=1. Given the reactants [Cl:1][C:2]1[CH:7]=[CH:6][C:5]([C:8]2[C:9]([C@@H:14]([NH:24]C(=O)OC(C)(C)C)[CH2:15][C:16]3[CH:21]=[C:20]([F:22])[CH:19]=[C:18]([F:23])[CH:17]=3)=[N:10][CH:11]=[CH:12][CH:13]=2)=[CH:4][CH:3]=1.[C:32]([OH:38])([C:34]([F:37])([F:36])[F:35])=[O:33].C(Cl)Cl, predict the reaction product. (7) Given the reactants [Br:1][C:2]1[CH:3]=[C:4]2[NH:10][C:9]([C:11]3[CH:16]=[C:15]([N+:17]([O-])=O)[CH:14]=[CH:13][C:12]=3[Cl:20])=[N:8][C:5]2=[N:6][CH:7]=1.O.O.Cl[Sn]Cl, predict the reaction product. The product is: [Br:1][C:2]1[CH:3]=[C:4]2[NH:10][C:9]([C:11]3[CH:16]=[C:15]([CH:14]=[CH:13][C:12]=3[Cl:20])[NH2:17])=[N:8][C:5]2=[N:6][CH:7]=1.